Dataset: Full USPTO retrosynthesis dataset with 1.9M reactions from patents (1976-2016). Task: Predict the reactants needed to synthesize the given product. (1) Given the product [NH2:11][C@@H:12]([C:16]([CH3:17])([CH3:18])[CH3:19])[C:13]([N:20]1[CH2:25][CH2:24][O:23][CH2:22][CH2:21]1)=[O:15], predict the reactants needed to synthesize it. The reactants are: C(OC([NH:11][C@@H:12]([C:16]([CH3:19])([CH3:18])[CH3:17])[C:13]([OH:15])=O)=O)C1C=CC=CC=1.[NH:20]1[CH2:25][CH2:24][O:23][CH2:22][CH2:21]1.CCN(C(C)C)C(C)C.CN(C(ON1N=NC2C=CC=CC1=2)=[N+](C)C)C.[B-](F)(F)(F)F. (2) Given the product [Br:15][C:16]1[CH:17]=[N:18][CH:19]=[C:20]([F:22])[C:21]=1[CH:26]=[O:27], predict the reactants needed to synthesize it. The reactants are: [Li]CCCC.C(NC(C)C)(C)C.N#N.[Br:15][C:16]1[CH:17]=[N:18][CH:19]=[C:20]([F:22])[CH:21]=1.CN([CH:26]=[O:27])C. (3) Given the product [Cl:14][C:15]1[CH:16]=[CH:17][C:18]([O:42][CH:43]([F:45])[F:44])=[C:19]([C:21]2[C:25]([NH:26][C:27]([C:29]3[CH:30]=[N:31][N:32]4[CH:37]=[CH:36][CH:35]=[N:34][C:33]=34)=[O:28])=[CH:24][N:23]([CH2:38][C:39]([N:5]3[CH2:6][CH2:7][N:2]([CH2:8][C:9]([O:11][CH2:12][CH3:13])=[O:10])[CH2:3][CH2:4]3)=[O:40])[N:22]=2)[CH:20]=1, predict the reactants needed to synthesize it. The reactants are: Cl.[N:2]1([CH2:8][C:9]([O:11][CH2:12][CH3:13])=[O:10])[CH2:7][CH2:6][NH:5][CH2:4][CH2:3]1.[Cl:14][C:15]1[CH:16]=[CH:17][C:18]([O:42][CH:43]([F:45])[F:44])=[C:19]([C:21]2[C:25]([NH:26][C:27]([C:29]3[CH:30]=[N:31][N:32]4[CH:37]=[CH:36][CH:35]=[N:34][C:33]=34)=[O:28])=[CH:24][N:23]([CH2:38][C:39](O)=[O:40])[N:22]=2)[CH:20]=1.CCN(C(C)C)C(C)C.CN(C(ON1N=NC2C=CC=NC1=2)=[N+](C)C)C.F[P-](F)(F)(F)(F)F. (4) Given the product [ClH:10].[C:1]([NH:6][CH2:7][CH2:8][NH2:9])(=[O:5])[C:2]([CH3:4])=[CH2:3], predict the reactants needed to synthesize it. The reactants are: [C:1]([NH:6][CH2:7][CH2:8][NH2:9])(=[O:5])[C:2]([CH3:4])=[CH2:3].[ClH:10]. (5) Given the product [Br:3][C:4]1[CH:9]=[CH:8][C:7]([NH:10][C:11](=[O:22])[C:12]2[CH:17]=[CH:16][C:15]([NH:2][CH3:1])=[C:14]([N+:19]([O-:21])=[O:20])[CH:13]=2)=[CH:6][CH:5]=1, predict the reactants needed to synthesize it. The reactants are: [CH3:1][NH2:2].[Br:3][C:4]1[CH:9]=[CH:8][C:7]([NH:10][C:11](=[O:22])[C:12]2[CH:17]=[CH:16][C:15](F)=[C:14]([N+:19]([O-:21])=[O:20])[CH:13]=2)=[CH:6][CH:5]=1.